From a dataset of Drug-target binding data from BindingDB using Ki measurements. Regression. Given a target protein amino acid sequence and a drug SMILES string, predict the binding affinity score between them. We predict pKi (pKi = -log10(Ki in M); higher means stronger inhibition). Dataset: bindingdb_ki. (1) The drug is Cc1ccccc1CNC(=O)[C@H]1N(C(=O)[C@@H](O)[C@H](Cc2ccccc2)NC(=O)c2cccc(O)c2C)CSC1(C)C. The target protein sequence is PQITLWQRPLVTIKIGGQLKEALLDTGADNTVLEEISLPGRWKPKMIGGIGGFIKVRQYDQILIEICGHKAIGTVLVGPTPVNIIGRNLLTQIGCTLNF. The pKi is 9.7. (2) The compound is COC(=O)CCC(=O)NCC(=O)CCC(=O)O. The target protein (P0ACB2) has sequence MTDLIQRPRRLRKSPALRAMFEETTLSLNDLVLPIFVEEEIDDYKAVEAMPGVMRIPEKHLAREIERIANAGIRSVMTFGISHHTDETGSDAWREDGLVARMSRICKQTVPEMIVMSDTCFCEYTSHGHCGVLCEHGVDNDATLENLGKQAVVAAAAGADFIAPSAAMDGQVQAIRQALDAAGFKDTAIMSYSTKFASSFYGPFREAAGSALKGDRKSYQMNPMNRREAIRESLLDEAQGADCLMVKPAGAYLDIVRELRERTELPIGAYQVSGEYAMIKFAALAGAIDEEKVVLESLGSIKRAGADLIFSYFALDLAEKKILR. The pKi is 3.6. (3) The drug is CC(C)(C)c1ccc(NC(=O)N2CCN(c3ncccc3Cl)CC2)cc1. The target protein (Q64666) has sequence MLSIHPLKPEALHLPLGTSEFLGCQRRHTLPASEFRCLTPEDATSAFEIEREAFISVSGTCPLHLDEIRHFLTLCPELSLGWFEEGCLVAFIIGSLWDKERLTQESLTLHRPGGRTAHLHVLAVHRTFRQQGKGSVLLWRYLHHLGSQPAVRRAVLMCENALVPFYEKFGFQAMGPCAITMGSLTFTELQCSLRCHTFLRRNSGC. The pKi is 5.0. (4) The small molecule is Nc1nc(CCc2ccc(O)cc2)nc2cn(-c3ccccc3)nc12. The target protein (P30542) has sequence MPPSISAFQAAYIGIEVLIALVSVPGNVLVIWAVKVNQALRDATFCFIVSLAVADVAVGALVIPLAILINIGPQTYFHTCLMVACPVLILTQSSILALLAIAVDRYLRVKIPLRYKMVVTPRRAAVAIAGCWILSFVVGLTPMFGWNNLSAVERAWAANGSMGEPVIKCEFEKVISMEYMVYFNFFVWVLPPLLLMVLIYLEVFYLIRKQLNKKVSASSGDPQKYYGKELKIAKSLALILFLFALSWLPLHILNCITLFCPSCHKPSILTYIAIFLTHGNSAMNPIVYAFRIQKFRVTFLKIWNDHFRCQPAPPIDEDLPEERPDD. The pKi is 6.4. (5) The compound is COc1cccc(CO[C@@H]2CC(C(=O)O)=C[C@@H](O)[C@H]2O)c1. The target protein (P56073) has sequence MQHLVLIGFMGSGKSSLAQELGLALKLEVLDTDMIISERVGLSVREIFEELGEDNFRMFEKNLIDELKTLKTPHVISTGGGIVMHENLKGLGTTFYLKMDFETLIKRLNQKEREKRPLLNNLTQAKELFEKRQALYEKNASFIIDARGGLNNSLKQVLQFIA. The pKi is 6.0. (6) The small molecule is CC(C)C1(c2ccc(-c3ccc4cccc(F)c4c3)[nH]c2=O)OC(=O)NC1=O. The target protein (P34980) has sequence MAGVWAPEHSVEAHSNQSSAADGCGSVSVAFPITMMVTGFVGNALAMLLVVRSYRRRESKRKKSFLLCIGWLALTDLVGQLLTSPVVILVYLSQRRWEQLDPSGRLCTFFGLTMTVFGLSSLLVASAMAVERALAIRAPHWYASHMKTRATPVLLGVWLSVLAFALLPVLGVGRYSVQWPGTWCFISTGPAGNETDSAREPGSVAFASAFACLGLLALVVTFACNLATIKALVSRCRAKAAASQSSAQWGRITTETAIQLMGIMCVLSVCWSPLLIMMLKMIFNQMSVEQCKTQMGKEKECNSFLIAVRLASLNQILDPWVYLLLRKILLRKFCQIRDHTNYASSSTSLPCPGSSVLMWSDQLER. The pKi is 8.5. (7) The drug is CNCCCN1c2ccccc2CCc2ccccc21. The target protein (P51143) has sequence MLLARMNPQVQPENGGAGPGSEQPPRKRKEVLVVKERNGVQCLLASRDGDEQPRETWGKKIDFLLSVVGFAVDLANVWRFPYLCYKNGGGAFLIPYTLFLIIAGMPLFYMELALGQYNREGAATVWKICPFFKGVGYAVILIALYVGFYYNVIIAWSLYYLFSSFTPTLPWTDCGHAWNSPNCTDPKLLNSSVLGNHTKYSKYKFTPAAEFYERGVLHLHESSGIHDIGLPQWQLLLCLIIVVIVLFFSLWKGVKTSGKVVWITATLPYLVLFVLLVHGITLPGASNGINAYLHIDFYRLKEATVWIDAATQIFFSLGAGFGVLIAFASYNKFDNNCYRDALLTSTINCVTSFISGFAIFSILGYMAHEHKVNIEDVATEGAGLVFILYPEAISTLSGSTFWAIVFFIMLLALGIDSSMGGMEAVITGLADDFQVLKRHRKLFTFAVSFGTFLLALFCITKGGIYVLTLLDTFAAGTSILFAVLMEAIGVSWFYGVDRFS.... The pKi is 8.1. (8) The compound is CCCC[C@H](NC(=O)[C@H](CS)NC(=O)[C@@H](NC(=O)[C@H](CO)NC(=O)[C@H](CC(C)C)NC(=O)[C@H](CC(N)=O)NC(=O)CNC(=O)[C@@H](N)CS)[C@@H](C)O)C(=O)N[C@@H](CC(C)C)C(=O)NCC(=O)N[C@H](C(=O)N[C@@H](Cc1ccccc1)C(=O)N[C@H](C(=O)N[C@@H](CCC(N)=O)C(=O)N[C@@H](CC(=O)O)C(=O)N[C@@H](Cc1ccccc1)C(=O)N[C@H]1CC(=O)NCCC[C@@H](C(=O)N[C@@H](Cc2ccc(O)cc2)C(=O)N2CCC[C@@H]2C(=O)N[C@@H](CCC(N)=O)C(=O)N[C@H](C(=O)N[C@@H](C)C(=O)N[C@H](C(=O)NCC(=O)N[C@H](C(=O)NCC(=O)N[C@@H](C)C(=O)N2CCC[C@@H]2C(N)=O)C(C)C)[C@@H](C)CC)[C@@H](C)O)NC(Cc2c[nH]cn2)C(=O)N[C@@H](Cc2ccccc2)C(=O)[C@H](CCCCN)NC1=O)[C@@H](C)O)[C@@H](C)O. The target protein sequence is MQFSGEKISGQRDLQKSKMRFTFTSRCLALFLLLNHPTPILPAFSNQTYPTIEPKPFLYVVGRKKMMDAQYKCYDRMQQLPAYQGEGPYCNRTWDGWLCWDDTPAGVLSYQFCPDYFPDFDPSEKVTKYCDEKGVWFKHPENNRTWSNYTMCNAFTPEKLKNAYVLYYLAIVGHSLSIFTLVISLGIFVFFRKLTTIFPLNWKYRKALSLGCQRVTLHKNMFLTYILNSMIIIIHLVEVVPNGELVRRDPVSCKILHFFHQYMMACNYFWMLCEGIYLHTLIVVAVFTEKQRLRWYYLLGWGFPLVPTTIHAITRAVYFNDNCWLSVETHLLYIIHGPVMAALVVNFFFLLNIVRVLVTKMRETHEAESHMYLKAVKATMILVPLLGIQFVVFPWRPSNKMLGKIYDYVMHSLIHFQGFFVATIYCFCNNEVQTTVKRQWAQFKIQWNQRWGRRPSNRSARAAAAAAEAGDIPIYICHQEPRNEPANNQGEESAEIIPLN.... The pKi is 9.2.